Dataset: Full USPTO retrosynthesis dataset with 1.9M reactions from patents (1976-2016). Task: Predict the reactants needed to synthesize the given product. (1) Given the product [CH2:25]([C:18]1[NH:11][C:12]2=[N:13][NH:14][CH:15]=[C:16]2[CH:5]([C:4]2[CH:7]=[CH:8][CH:9]=[CH:10][C:3]=2[O:2][CH3:1])[C:19]=1[C:20]([O:22][CH2:23][CH3:24])=[O:21])[CH2:26][CH2:27][CH3:28], predict the reactants needed to synthesize it. The reactants are: [CH3:1][O:2][C:3]1[CH:10]=[CH:9][CH:8]=[CH:7][C:4]=1[CH:5]=O.[NH2:11][C:12]1[CH:16]=[CH:15][NH:14][N:13]=1.O=[C:18]([CH2:25][CH2:26][CH2:27][CH3:28])[CH2:19][C:20]([O:22][CH2:23][CH3:24])=[O:21]. (2) Given the product [Br:25][C:15]1[CH:14]=[CH:13][C:12]2[N:11]=[CH:10][C:9]3[N:8]=[C:5]([CH2:4][O:3][CH2:1][CH3:2])[N:19]([CH2:20][C:21]([CH3:24])([OH:23])[CH3:22])[C:18]=3[C:17]=2[CH:16]=1, predict the reactants needed to synthesize it. The reactants are: [CH2:1]([O:3][CH2:4][C:5](Cl)=O)[CH3:2].[NH2:8][C:9]1[CH:10]=[N:11][C:12]2[C:17]([C:18]=1[NH:19][CH2:20][C:21]([CH3:24])([OH:23])[CH3:22])=[CH:16][C:15]([Br:25])=[CH:14][CH:13]=2.ClCCl.C(N(CC)CC)C. (3) Given the product [OH:26][CH2:25][C:21]1[C:19]2[NH:20][C:16]([CH2:15][N:13]([CH3:14])[S:10]([C:6]3[C:5]([CH3:29])=[CH:4][C:3]([O:2][CH3:1])=[CH:8][C:7]=3[CH3:9])(=[O:12])=[O:11])=[N:17][C:18]=2[CH:24]=[CH:23][CH:22]=1, predict the reactants needed to synthesize it. The reactants are: [CH3:1][O:2][C:3]1[CH:8]=[C:7]([CH3:9])[C:6]([S:10]([N:13]([CH2:15][C:16]2[NH:20][C:19]3[C:21]([C:25](OC)=[O:26])=[CH:22][CH:23]=[CH:24][C:18]=3[N:17]=2)[CH3:14])(=[O:12])=[O:11])=[C:5]([CH3:29])[CH:4]=1.[H-].[H-].[H-].[H-].[Li+].[Al+3]. (4) Given the product [F:11][C:9]1[CH:8]=[N:7][C:6]([NH:19][C:18]2[CH:20]=[CH:21][C:15]([F:14])=[CH:16][CH:17]=2)=[C:5]([CH:10]=1)[C:4]([O:3][CH2:1][CH3:2])=[O:13], predict the reactants needed to synthesize it. The reactants are: [CH2:1]([O:3][C:4](=[O:13])[C:5]1[CH:10]=[C:9]([F:11])[CH:8]=[N:7][C:6]=1Cl)[CH3:2].[F:14][C:15]1[CH:21]=[CH:20][C:18]([NH2:19])=[CH:17][CH:16]=1. (5) Given the product [C:1]([C:3]1[C:20]([OH:21])=[C:19]([OH:22])[CH:18]=[C:17]([C:24]#[N:25])[C:4]=1[CH2:5][C:6]1[CH:11]=[CH:10][C:9]([CH:12]([CH3:16])[C:13]([OH:15])=[O:14])=[CH:8][CH:7]=1)#[N:2], predict the reactants needed to synthesize it. The reactants are: [C:1]([C:3]1[C:20]([OH:21])=[C:19]([O:22]C)[CH:18]=[C:17]([C:24]#[N:25])[C:4]=1[CH2:5][C:6]1[CH:11]=[CH:10][C:9]([CH:12]([CH3:16])[C:13]([OH:15])=[O:14])=[CH:8][CH:7]=1)#[N:2].BrC1C(C#N)=C(O)C(OC)=CC=1C#N.CC1(C)C(C)(C)OB(CC2C=CC(C(C)C(O)=O)=CC=2)O1. (6) Given the product [F:22][C:19]([F:20])([F:21])[C@@H:18]([CH3:23])[O:17][C:14]1[CH:15]=[CH:16][C:11]([N:8]2[CH2:7][CH2:6][C:5]3([CH2:4][CH2:3][C:2](=[O:1])[CH2:25][CH2:24]3)[C:9]2=[O:10])=[CH:12][CH:13]=1, predict the reactants needed to synthesize it. The reactants are: [OH:1][CH:2]1[CH2:25][CH2:24][C:5]2([C:9](=[O:10])[N:8]([C:11]3[CH:16]=[CH:15][C:14]([O:17][C@H:18]([CH3:23])[C:19]([F:22])([F:21])[F:20])=[CH:13][CH:12]=3)[CH2:7][CH2:6]2)[CH2:4][CH2:3]1.CC1(C)N([O])C(C)(C)CCC1.[Br-].[K+].Cl[O-].[Na+].C(=O)(O)[O-].[Na+]. (7) Given the product [CH2:28]([N:30]1[CH2:35][CH2:34][N:33]([C:13]([C@H:11]2[CH2:12][C@@H:9]([NH:8][C:6](=[O:7])[O:5][C:1]([CH3:2])([CH3:3])[CH3:4])[C:10]2([CH3:17])[CH3:16])=[O:15])[CH2:32][CH2:31]1)[CH3:29], predict the reactants needed to synthesize it. The reactants are: [C:1]([O:5][C:6]([NH:8][C@@H:9]1[CH2:12][C@H:11]([C:13]([OH:15])=O)[C:10]1([CH3:17])[CH3:16])=[O:7])([CH3:4])([CH3:3])[CH3:2].C1C=CC2N(O)N=NC=2C=1.[CH2:28]([N:30]1[CH2:35][CH2:34][NH:33][CH2:32][CH2:31]1)[CH3:29].CCN(CC)CC. (8) Given the product [Br:1][C:2]1[CH:3]=[C:4]2[C:8](=[C:9]([C:11]#[N:13])[CH:10]=1)[NH:7][CH:6]=[C:5]2[CH:14]1[CH2:15][CH2:16][N:17]([S:20]([CH2:23][CH3:24])(=[O:22])=[O:21])[CH2:18][CH2:19]1, predict the reactants needed to synthesize it. The reactants are: [Br:1][C:2]1[CH:3]=[C:4]2[C:8](=[C:9]([C:11]([NH2:13])=O)[CH:10]=1)[NH:7][CH:6]=[C:5]2[CH:14]1[CH2:19][CH2:18][N:17]([S:20]([CH2:23][CH3:24])(=[O:22])=[O:21])[CH2:16][CH2:15]1.O=P(Cl)(Cl)Cl.